This data is from Rat liver microsome stability data. The task is: Regression/Classification. Given a drug SMILES string, predict its absorption, distribution, metabolism, or excretion properties. Task type varies by dataset: regression for continuous measurements (e.g., permeability, clearance, half-life) or binary classification for categorical outcomes (e.g., BBB penetration, CYP inhibition). Dataset: rlm. (1) The drug is C[C@@H]1COCCN1c1cc(C2(S(C)(=N)=O)CC2)nc(-c2ccnc3[nH]ccc23)n1. The result is 0 (unstable in rat liver microsomes). (2) The drug is CCS(=O)(=O)Cc1cnc(Oc2ccc(F)cc2F)c(-c2cc(C)c3c(O)nccn23)c1. The result is 0 (unstable in rat liver microsomes).